From a dataset of Full USPTO retrosynthesis dataset with 1.9M reactions from patents (1976-2016). Predict the reactants needed to synthesize the given product. (1) Given the product [CH2:1]([C:8]1[C:9]([CH:18]([NH2:22])[CH:19]([CH3:20])[CH3:21])=[N:10][C:11]2[C:16]([CH:17]=1)=[CH:15][CH:14]=[CH:13][CH:12]=2)[C:2]1[CH:3]=[CH:4][CH:5]=[CH:6][CH:7]=1, predict the reactants needed to synthesize it. The reactants are: [CH2:1]([C:8]1[C:9]([CH:18]([N:22]2C(=O)C3C(=CC=CC=3)C2=O)[CH:19]([CH3:21])[CH3:20])=[N:10][C:11]2[C:16]([CH:17]=1)=[CH:15][CH:14]=[CH:13][CH:12]=2)[C:2]1[CH:7]=[CH:6][CH:5]=[CH:4][CH:3]=1.NN. (2) Given the product [F:14][C:15]([F:26])([F:25])[C:16]([N:1]1[CH2:6][CH2:5][O:4][CH2:3][CH2:2]1)=[O:17], predict the reactants needed to synthesize it. The reactants are: [NH:1]1[CH2:6][CH2:5][O:4][CH2:3][CH2:2]1.C(N(CC)CC)C.[F:14][C:15]([F:26])([F:25])[C:16](O[C:16](=[O:17])[C:15]([F:26])([F:25])[F:14])=[O:17].